This data is from Full USPTO retrosynthesis dataset with 1.9M reactions from patents (1976-2016). The task is: Predict the reactants needed to synthesize the given product. (1) Given the product [C:1]([O:5][C:6](=[O:19])[NH:7][C:8]1[CH:13]=[C:12]([O:14][CH2:15][CH3:16])[C:11]([Cl:17])=[CH:10][C:9]=1[NH:18][C:25](=[O:24])[CH2:26][C:27]([C:29]1[CH:34]=[CH:33][CH:32]=[C:31]([C:35]2[CH:40]=[CH:39][N:38]=[C:37]([CH3:41])[CH:36]=2)[CH:30]=1)=[O:28])([CH3:2])([CH3:3])[CH3:4], predict the reactants needed to synthesize it. The reactants are: [C:1]([O:5][C:6](=[O:19])[NH:7][C:8]1[CH:13]=[C:12]([O:14][CH2:15][CH3:16])[C:11]([Cl:17])=[CH:10][C:9]=1[NH2:18])([CH3:4])([CH3:3])[CH3:2].C([O:24][C:25](=O)[CH2:26][C:27]([C:29]1[CH:34]=[CH:33][CH:32]=[C:31]([C:35]2[CH:40]=[CH:39][N:38]=[C:37]([CH3:41])[CH:36]=2)[CH:30]=1)=[O:28])(C)(C)C. (2) Given the product [OH:3][C:4]1[CH:9]=[C:8]([CH2:10][CH2:11][CH2:12][CH2:13][CH3:14])[CH:7]=[C:6]([OH:15])[C:5]=1[C@H:17]1[C@H:22]([C:23]([CH3:25])=[CH2:24])[CH2:21][CH2:20][C:19](=[CH2:26])[CH:18]1[OH:27], predict the reactants needed to synthesize it. The reactants are: [Mg].C[O:3][C:4]1[CH:9]=[C:8]([CH2:10][CH2:11][CH2:12][CH2:13][CH3:14])[CH:7]=[C:6]([O:15]C)[C:5]=1[C@H:17]1[C@H:22]([C:23]([CH3:25])=[CH2:24])[CH2:21][CH2:20][C:19](=[CH2:26])[CH:18]1[OH:27]. (3) Given the product [Cl:12][C:13]1[CH:14]=[C:15]([CH:17]=[CH:18][CH:19]=1)[NH:16][CH2:10][C:3]1[C:4]([CH3:9])([CH3:8])[CH2:5][CH2:6][CH2:7][C:2]=1[CH3:1], predict the reactants needed to synthesize it. The reactants are: [CH3:1][C:2]1[CH2:7][CH2:6][CH2:5][C:4]([CH3:9])([CH3:8])[C:3]=1[CH:10]=O.[Cl:12][C:13]1[CH:14]=[C:15]([CH:17]=[CH:18][CH:19]=1)[NH2:16].C([BH3-])#N.[Na+].C(O)(=O)C. (4) Given the product [C:1]([NH:4][C:5]1[CH:14]=[CH:13][C:12]([C:16]([O:18][CH3:19])=[O:17])=[C:11]2[C:6]=1[CH2:7][CH2:8][CH2:9][O:10]2)(=[O:3])[CH3:2], predict the reactants needed to synthesize it. The reactants are: [C:1]([NH:4][C:5]1[C:14](Cl)=[CH:13][C:12]([C:16]([O:18][CH3:19])=[O:17])=[C:11]2[C:6]=1[CH:7]=[CH:8][CH2:9][O:10]2)(=[O:3])[CH3:2].CCO.CCN(CC)CC.